This data is from NCI-60 drug combinations with 297,098 pairs across 59 cell lines. The task is: Regression. Given two drug SMILES strings and cell line genomic features, predict the synergy score measuring deviation from expected non-interaction effect. Drug 1: C1CN1P(=S)(N2CC2)N3CC3. Drug 2: C1=NC2=C(N=C(N=C2N1C3C(C(C(O3)CO)O)F)Cl)N. Cell line: SN12C. Synergy scores: CSS=33.1, Synergy_ZIP=-10.2, Synergy_Bliss=-0.763, Synergy_Loewe=-15.8, Synergy_HSA=-1.63.